From a dataset of Forward reaction prediction with 1.9M reactions from USPTO patents (1976-2016). Predict the product of the given reaction. (1) Given the reactants [CH:1]1[C:10]2[C:5](=[CH:6][CH:7]=[CH:8][CH:9]=2)[CH:4]=[CH:3][C:2]=1[S:11]([N:14]1[CH2:18][C@H:17]([S:19][C:20]([C:33]2[CH:38]=[CH:37][CH:36]=[CH:35][CH:34]=2)([C:27]2[CH:32]=[CH:31][CH:30]=[CH:29][CH:28]=2)[C:21]2[CH:26]=[CH:25][CH:24]=[CH:23][CH:22]=2)[CH2:16][C@H:15]1[C:39](O)=[O:40])(=[O:13])=[O:12].ON1C=CC=CC1=O.CCN=C=NCCCN(C)C.[NH2:61][CH2:62][C:63]1[NH:67][N:66]=[N:65][N:64]=1, predict the reaction product. The product is: [NH:64]1[C:63]([CH2:62][NH:61][C:39]([C@@H:15]2[CH2:16][C@@H:17]([S:19][C:20]([C:33]3[CH:38]=[CH:37][CH:36]=[CH:35][CH:34]=3)([C:21]3[CH:22]=[CH:23][CH:24]=[CH:25][CH:26]=3)[C:27]3[CH:32]=[CH:31][CH:30]=[CH:29][CH:28]=3)[CH2:18][N:14]2[S:11]([C:2]2[CH:3]=[CH:4][C:5]3[C:10](=[CH:9][CH:8]=[CH:7][CH:6]=3)[CH:1]=2)(=[O:12])=[O:13])=[O:40])=[N:67][N:66]=[N:65]1. (2) Given the reactants [C:1]([N:8]1[CH2:12][CH2:11][CH2:10][C@H:9]1[CH2:13][OH:14])([O:3][C:4]([CH3:7])([CH3:6])[CH3:5])=[O:2].[C:15]1(C)[C:16]([S:21](Cl)(=[O:23])=[O:22])=[CH:17][CH:18]=[CH:19][CH:20]=1.N1C=CC=C[CH:27]=1, predict the reaction product. The product is: [C:1]([N:8]1[CH2:12][CH2:11][CH2:10][C@H:9]1[CH2:13][O:14][S:21]([C:16]1[CH:15]=[CH:20][C:19]([CH3:27])=[CH:18][CH:17]=1)(=[O:22])=[O:23])([O:3][C:4]([CH3:7])([CH3:6])[CH3:5])=[O:2]. (3) Given the reactants P(Cl)(Cl)(Cl)=O.[F:6][C:7]1[CH:8]=[C:9]2[C:15]([C:16]3[N:17]=[N:18][C:19]([C:23]([CH3:29])([CH3:28])[C:24]([O:26]C)=O)=[C:20](O)[N:21]=3)=[N:14][N:13]([CH2:30][C:31]3[N:36]=[CH:35][CH:34]=[CH:33][N:32]=3)[C:10]2=[N:11][CH:12]=1.[NH3:37], predict the reaction product. The product is: [F:6][C:7]1[CH:8]=[C:9]2[C:15]([C:16]3[N:17]=[N:18][C:19]4[C:23]([CH3:29])([CH3:28])[C:24](=[O:26])[NH:37][C:20]=4[N:21]=3)=[N:14][N:13]([CH2:30][C:31]3[N:36]=[CH:35][CH:34]=[CH:33][N:32]=3)[C:10]2=[N:11][CH:12]=1. (4) Given the reactants [OH:1][CH2:2][C@H:3]1[CH2:7][CH2:6][CH2:5][C@H:4]1[NH:8][C:9]1[C:14]([C:15](O)=[O:16])=[CH:13][N:12]=[C:11]([S:18][CH3:19])[N:10]=1.C[N:21](C(ON1N=NC2C=CC=NC1=2)=[N+](C)C)C.F[P-](F)(F)(F)(F)F.[Cl-].[NH4+].CCN(C(C)C)C(C)C, predict the reaction product. The product is: [OH:1][CH2:2][C@H:3]1[CH2:7][CH2:6][CH2:5][C@H:4]1[NH:8][C:9]1[C:14]([C:15]([NH2:21])=[O:16])=[CH:13][N:12]=[C:11]([S:18][CH3:19])[N:10]=1. (5) Given the reactants [CH:1]([C@@H:3]1[CH2:9][C@@H:8]2[C@@H:6]([CH2:7]2)[CH2:5][N:4]1[C:10]([O:12][C:13]([CH3:16])([CH3:15])[CH3:14])=[O:11])=O.[CH2:17]1COCC1, predict the reaction product. The product is: [CH:1]([C@@H:3]1[CH2:9][C@@H:8]2[C@@H:6]([CH2:7]2)[CH2:5][N:4]1[C:10]([O:12][C:13]([CH3:16])([CH3:15])[CH3:14])=[O:11])=[CH2:17]. (6) The product is: [CH3:9][C:10]([CH3:14])=[C:11]([CH3:13])[CH3:12].[CH:10]([CH:11]([CH3:13])[CH3:12])([CH3:14])[CH3:9]. Given the reactants C1CCC=CCCC=1.[CH3:9][C:10]([CH3:14])=[C:11]([CH3:13])[CH3:12], predict the reaction product. (7) Given the reactants O1[CH2:6][CH2:5][CH2:4][O:3][O:2]1.[NH2:7][C:8]1[CH:13]=[CH:12][C:11]([C:14]2[CH:19]=[CH:18][CH:17]=[CH:16][CH:15]=2)=[CH:10][CH:9]=1.C(O[BH-](O[C:30](=[O:32])[CH3:31])OC(=O)C)(=O)C.[Na+].O, predict the reaction product. The product is: [C:11]1([C:14]2[CH:19]=[CH:18][CH:17]=[CH:16][CH:15]=2)[CH:10]=[CH:9][C:8]([NH:7][CH:18]2[CH2:6][CH2:5][C:4]3([O:3][O:2][CH:31]([C:14]([C:11]4[CH:12]=[CH:13][CH:8]=[CH:9][CH:10]=4)=[CH2:15])[CH2:30][O:32]3)[CH2:16][CH2:17]2)=[CH:13][CH:12]=1. (8) The product is: [Cl:20][C:17]1[CH:18]=[CH:19][C:14]([C:12]2[CH:11]=[C:10]([CH3:21])[N:9]=[C:8]([C:4]3[CH:3]=[C:2]([C:26]4[CH:25]=[N:24][C:23]([NH2:22])=[N:28][CH:27]=4)[CH:7]=[CH:6][CH:5]=3)[N:13]=2)=[CH:15][CH:16]=1. Given the reactants Br[C:2]1[CH:3]=[C:4]([C:8]2[N:13]=[C:12]([C:14]3[CH:19]=[CH:18][C:17]([Cl:20])=[CH:16][CH:15]=3)[CH:11]=[C:10]([CH3:21])[N:9]=2)[CH:5]=[CH:6][CH:7]=1.[NH2:22][C:23]1[N:28]=[CH:27][C:26](B2OC(C)(C)C(C)(C)O2)=[CH:25][N:24]=1, predict the reaction product.